From a dataset of Forward reaction prediction with 1.9M reactions from USPTO patents (1976-2016). Predict the product of the given reaction. (1) Given the reactants [Cl:1][C:2]1[CH:19]=[CH:18][C:5]2[N:6]([CH2:11][CH2:12][CH2:13][S:14]([CH3:17])(=[O:16])=[O:15])[C:7]([CH2:9]Cl)=[N:8][C:4]=2[CH:3]=1.[CH:20]([S:23]([C:26]1[C:34]2[C:29](=[CH:30][CH:31]=[CH:32][CH:33]=2)[NH:28][CH:27]=1)(=[O:25])=[O:24])([CH3:22])[CH3:21], predict the reaction product. The product is: [Cl:1][C:2]1[CH:19]=[CH:18][C:5]2[N:6]([CH2:11][CH2:12][CH2:13][S:14]([CH3:17])(=[O:16])=[O:15])[C:7]([CH2:9][N:28]3[C:29]4[C:34](=[CH:33][CH:32]=[CH:31][CH:30]=4)[C:26]([S:23]([CH:20]([CH3:22])[CH3:21])(=[O:24])=[O:25])=[CH:27]3)=[N:8][C:4]=2[CH:3]=1. (2) The product is: [Cl:25][C:5]1[N:6]=[N:7][C:2]([CH3:1])=[C:3]([C:18]2[S:19][CH:20]=[CH:21][CH:22]=2)[C:4]=1[C:9]1[C:14]([F:15])=[CH:13][C:12]([F:16])=[CH:11][C:10]=1[F:17]. Given the reactants [CH3:1][C:2]1[C:3]([C:18]2[S:19][CH:20]=[CH:21][CH:22]=2)=[C:4]([C:9]2[C:14]([F:15])=[CH:13][C:12]([F:16])=[CH:11][C:10]=2[F:17])[C:5](=O)[NH:6][N:7]=1.P(Cl)(Cl)([Cl:25])=O, predict the reaction product. (3) Given the reactants [CH2:1]([O:3][C:4]1[C:9]2[O:10][CH:11]([CH3:15])[C:12](=[O:14])[NH:13][C:8]=2[CH:7]=[C:6]([CH:16]=O)[CH:5]=1)[CH3:2].Cl.Cl.[CH:20]1([NH:23][C:24](=[O:38])[C:25]2[CH:30]=[CH:29][C:28]([N:31]3[CH2:36][CH2:35][NH:34][CH2:33][CH2:32]3)=[C:27]([CH3:37])[CH:26]=2)[CH2:22][CH2:21]1, predict the reaction product. The product is: [CH:20]1([NH:23][C:24](=[O:38])[C:25]2[CH:30]=[CH:29][C:28]([N:31]3[CH2:32][CH2:33][N:34]([CH2:16][C:6]4[CH:5]=[C:4]([O:3][CH2:1][CH3:2])[C:9]5[O:10][CH:11]([CH3:15])[C:12](=[O:14])[NH:13][C:8]=5[CH:7]=4)[CH2:35][CH2:36]3)=[C:27]([CH3:37])[CH:26]=2)[CH2:22][CH2:21]1. (4) The product is: [CH3:39][C@@H:20]1[C@H:19]([O:40][CH:41]2[O:46][CH:45]([CH3:47])[CH:44]([OH:48])[CH:43]([O:59][CH3:60])[CH2:42]2)[C:18]([CH3:61])=[CH:17][CH2:16][C@H:14]2[O:15][C@:9]3([O:10][C@H:5]([CH:3]([CH3:4])[CH3:2])[C@@H:6]([CH3:62])[CH:7]=[CH:8]3)[CH2:11][C@H:12]([CH2:13]2)[O:37][C:35](=[O:36])[C@@H:29]2[CH:30]=[C:31]([CH3:34])[C@@H:32]([OH:33])[C@@H:27]3[C@@:28]2([OH:38])[C:24]([CH2:25][O:26]3)=[CH:23][CH:22]=[CH:21]1. Given the reactants C[CH2:2][C@@H:3]([C@H:5]1[O:10][C@:9]2([O:15][C@@H:14]3[CH2:16][CH:17]=[C:18]([CH3:61])[C@@H:19]([O:40][C@@H:41]4[O:46][C@@H:45]([CH3:47])[C@H:44]([O:48][C@@H]5O[C@@H](C)[C@H](O)[C@@H](OC)C5)[C@@H:43]([O:59][CH3:60])[CH2:42]4)[C@@H:20]([CH3:39])[CH:21]=[CH:22][CH:23]=[C:24]4[CH2:25][O:26][C@@H:27]5[C@H:32]([OH:33])[C:31]([CH3:34])=[CH:30][C@@H:29]([C:35]([O:37][C@@H:12]([CH2:13]3)[CH2:11]2)=[O:36])[C@:28]45[OH:38])[CH:8]=[CH:7][C@@H:6]1[CH3:62])[CH3:4].[CH3:39][C@@H:20]1[C@H:19]([O:40][C@@H:41]2[O:46][C@@H:45]([CH3:47])[C@H:44]([O:48][C@@H]3O[C@@H](C)[C@H](O)[C@@H](OC)C3)[C@@H:43]([O:59][CH3:60])[CH2:42]2)[C:18]([CH3:61])=[CH:17][CH2:16][C@H:14]2[O:15][C@:9]3([O:10][C@H:5]([CH:3]([CH3:2])[CH3:4])[C@@H:6]([CH3:62])[CH:7]=[CH:8]3)[CH2:11][C@H:12]([CH2:13]2)[O:37][C:35](=[O:36])[C@@H:29]2[CH:30]=[C:31]([CH3:34])[C@@H:32]([OH:33])[C@@H:27]3[C@@:28]2([OH:38])[C:24]([CH2:25][O:26]3)=[CH:23][CH:22]=[CH:21]1.C(=O)(O)[O-].[Na+], predict the reaction product. (5) Given the reactants [NH2:1][C@@H:2]1[CH2:16][C:15]2=[CH:17][N:12]([CH:13]=[N:14]2)[CH2:11][CH2:10][CH2:9][CH2:8][O:7][CH2:6][C@H:5]([CH:18]([CH3:20])[CH3:19])[NH:4][C:3]1=[O:21].[C:22](N1C=CN=C1)(N1C=CN=C1)=[O:23].[NH2:34][C@@H:35]([CH2:43][C:44]1[CH:45]=[N:46][C:47]([NH:50][C:51]([O:53][C:54]([CH3:57])([CH3:56])[CH3:55])=[O:52])=[CH:48][CH:49]=1)[C:36]([O:38][C:39]([CH3:42])([CH3:41])[CH3:40])=[O:37], predict the reaction product. The product is: [C:54]([O:53][C:51]([NH:50][C:47]1[N:46]=[CH:45][C:44]([CH2:43][C@H:35]([NH:34][C:22]([NH:1][C@@H:2]2[CH2:16][C:15]3=[CH:17][N:12]([CH:13]=[N:14]3)[CH2:11][CH2:10][CH2:9][CH2:8][O:7][CH2:6][C@H:5]([CH:18]([CH3:19])[CH3:20])[NH:4][C:3]2=[O:21])=[O:23])[C:36]([O:38][C:39]([CH3:40])([CH3:41])[CH3:42])=[O:37])=[CH:49][CH:48]=1)=[O:52])([CH3:57])([CH3:56])[CH3:55]. (6) Given the reactants [ClH:1].NC(C1N=C(NC(=O)C)C=CC=1Br)CC1C=C(F)C=C(F)C=1.[Br:24][C:25]1[C:26]([C@@H:33]([NH:43][S@](C(C)(C)C)=O)[CH2:34][C:35]2[CH:40]=[C:39]([F:41])[CH:38]=[C:37]([F:42])[CH:36]=2)=[N:27][C:28]([S:31][CH3:32])=[N:29][CH:30]=1, predict the reaction product. The product is: [ClH:1].[Br:24][C:25]1[C:26]([C@@H:33]([NH2:43])[CH2:34][C:35]2[CH:40]=[C:39]([F:41])[CH:38]=[C:37]([F:42])[CH:36]=2)=[N:27][C:28]([S:31][CH3:32])=[N:29][CH:30]=1.